Dataset: Retrosynthesis with 50K atom-mapped reactions and 10 reaction types from USPTO. Task: Predict the reactants needed to synthesize the given product. (1) Given the product CN(CCCCNC(=O)OC(C)(C)C)CCNC(=O)c1nc(Cl)c(N)nc1N, predict the reactants needed to synthesize it. The reactants are: CC(C)(C)OC(=O)NCCCCBr.CNCCNC(=O)c1nc(Cl)c(N)nc1N. (2) Given the product O=C(NCc1ccc(Br)cc1F)c1cc2n(n1)CCCC2, predict the reactants needed to synthesize it. The reactants are: NCc1ccc(Br)cc1F.O=C(O)c1cc2n(n1)CCCC2. (3) Given the product BrCc1ccc(-c2ccon2)cc1, predict the reactants needed to synthesize it. The reactants are: Cc1ccc(-c2ccon2)cc1.O=C1CCC(=O)N1Br. (4) Given the product CCOc1cc2nc(-c3cccc(C(F)(F)F)c3)c(CN3CCC(N4CCOCC4)CC3)c(C(=O)O)c2cc1S(C)(=O)=O, predict the reactants needed to synthesize it. The reactants are: CCOc1cc2nc(-c3cccc(C(F)(F)F)c3)c(CN3CCC(N4CCOCC4)CC3)c(C(=O)OC)c2cc1S(C)(=O)=O. (5) Given the product O=Cc1csc2ccncc12, predict the reactants needed to synthesize it. The reactants are: Brc1csc2ccncc12.CC(=O)O. (6) Given the product CN1C(=O)OC2(CCN(C3CCCCCC3)CC2)c2ccccc21, predict the reactants needed to synthesize it. The reactants are: CI.O=C1Nc2ccccc2C2(CCN(C3CCCCCC3)CC2)O1. (7) Given the product O=C(O)c1ccc2nc(-c3ccc(-c4ccc(F)cc4)cc3)n(C[C@@H]3CCN(C(=O)C4CC4)C3)c2c1, predict the reactants needed to synthesize it. The reactants are: COC(=O)c1ccc2nc(-c3ccc(-c4ccc(F)cc4)cc3)n(C[C@@H]3CCN(C(=O)C4CC4)C3)c2c1. (8) The reactants are: CC(=O)c1ccc(Cl)c([N+](=O)[O-])c1.Nc1ccc(CCO)cc1. Given the product CC(=O)c1ccc(Nc2ccc(CCO)cc2)c([N+](=O)[O-])c1, predict the reactants needed to synthesize it. (9) The reactants are: COC(=O)c1nc(-c2ccc(Cl)c(SC)c2F)nc(N)c1Cl.O=S([O-])[O-]. Given the product COC(=O)c1nc(-c2ccc(Cl)c(S(C)=O)c2F)nc(N)c1Cl, predict the reactants needed to synthesize it.